Dataset: Full USPTO retrosynthesis dataset with 1.9M reactions from patents (1976-2016). Task: Predict the reactants needed to synthesize the given product. (1) Given the product [Cl:1][C:2]1[CH:28]=[CH:27][C:5]2[N:6]([CH2:16][C:17]3[CH:22]=[CH:21][C:20]([O:23][CH3:24])=[CH:19][C:18]=3[O:25][CH3:26])[C:7](=[O:15])[C@@H:8]([CH2:9][C:10]([O:12][CH2:13][CH3:14])=[O:11])[O:30][C@H:29]([C:31]3[C:40]4[O:39][CH2:38][CH2:37][O:36][C:35]=4[CH:34]=[CH:33][CH:32]=3)[C:4]=2[CH:3]=1, predict the reactants needed to synthesize it. The reactants are: [Cl:1][C:2]1[CH:28]=[CH:27][C:5]([N:6]([CH2:16][C:17]2[CH:22]=[CH:21][C:20]([O:23][CH3:24])=[CH:19][C:18]=2[O:25][CH3:26])[C:7](=[O:15])/[CH:8]=[CH:9]/[C:10]([O:12][CH2:13][CH3:14])=[O:11])=[C:4]([CH:29]([C:31]2[C:40]3[O:39][CH2:38][CH2:37][O:36][C:35]=3[CH:34]=[CH:33][CH:32]=2)[OH:30])[CH:3]=1.C(=O)([O-])[O-].[K+].[K+].N12CCCN=C1CCCCC2. (2) Given the product [C:8]([NH:12][CH2:1][S:3]([O-:5])(=[O:4])=[O:6])([CH3:11])([CH3:10])[CH3:9].[Na+:7], predict the reactants needed to synthesize it. The reactants are: [CH2:1]=O.[S:3](=[O:6])([OH:5])[O-:4].[Na+:7].[C:8]([NH2:12])([CH3:11])([CH3:10])[CH3:9]. (3) Given the product [N+:19]([C:11]1[CH:10]=[C:9]([CH:14]=[C:13]([C:15]([F:18])([F:17])[F:16])[CH:12]=1)[CH2:7][N:1]1[CH2:2][CH2:3][O:4][CH2:5][CH2:6]1)([O-:21])=[O:20], predict the reactants needed to synthesize it. The reactants are: [N:1]1([C:7]([C:9]2[CH:14]=[C:13]([C:15]([F:18])([F:17])[F:16])[CH:12]=[C:11]([N+:19]([O-:21])=[O:20])[CH:10]=2)=O)[CH2:6][CH2:5][O:4][CH2:3][CH2:2]1.